From a dataset of Full USPTO retrosynthesis dataset with 1.9M reactions from patents (1976-2016). Predict the reactants needed to synthesize the given product. (1) Given the product [C:25]([C:20]1[CH:21]=[CH:22][CH:23]=[CH:24][C:19]=1[C:16]1[CH:17]=[CH:18][C:13]([CH2:12][C:6]2[C:5](=[O:27])[N:4]([C:28]3[CH:33]=[CH:32][C:31]([O:34][C:36]4([C:41]([O:43][CH3:44])=[O:42])[CH2:40][CH2:39][CH2:38][CH2:37]4)=[CH:30][CH:29]=3)[C:3]([CH2:1][CH3:2])=[N:8][C:7]=2[CH2:9][CH2:10][CH3:11])=[CH:14][CH:15]=1)#[N:26], predict the reactants needed to synthesize it. The reactants are: [CH2:1]([C:3]1[N:4]([C:28]2[CH:33]=[CH:32][C:31]([OH:34])=[CH:30][CH:29]=2)[C:5](=[O:27])[C:6]([CH2:12][C:13]2[CH:18]=[CH:17][C:16]([C:19]3[C:20]([C:25]#[N:26])=[CH:21][CH:22]=[CH:23][CH:24]=3)=[CH:15][CH:14]=2)=[C:7]([CH2:9][CH2:10][CH3:11])[N:8]=1)[CH3:2].Br[C:36]1([C:41]([O:43][CH3:44])=[O:42])[CH2:40][CH2:39][CH2:38][CH2:37]1.C(=O)([O-])[O-].[Cs+].[Cs+]. (2) The reactants are: C([O:5][C:6](=[O:37])[CH2:7][O:8][C:9]1[C:14]2[CH2:15][CH2:16][CH2:17][CH2:18][CH:19]([NH:20][S:21]([C:24]3[CH:29]=[C:28]([C:30]([F:33])([F:32])[F:31])[CH:27]=[C:26]([C:34](=[O:36])[CH3:35])[CH:25]=3)(=[O:23])=[O:22])[C:13]=2[CH:12]=[CH:11][CH:10]=1)(C)(C)C.[OH-].[Na+]. Given the product [C:34]([C:26]1[CH:25]=[C:24]([S:21]([NH:20][CH:19]2[C:13]3[CH:12]=[CH:11][CH:10]=[C:9]([O:8][CH2:7][C:6]([OH:37])=[O:5])[C:14]=3[CH2:15][CH2:16][CH2:17][CH2:18]2)(=[O:23])=[O:22])[CH:29]=[C:28]([C:30]([F:32])([F:31])[F:33])[CH:27]=1)(=[O:36])[CH3:35], predict the reactants needed to synthesize it. (3) The reactants are: C([O-])=O.[NH4+:4].[CH3:5][CH2:6][O:7][C:8]([CH:10]1[C:15](=O)[CH2:14][CH2:13][CH2:12][CH2:11]1)=[O:9].C(O)(=O)C. Given the product [NH2:4][CH:15]1[CH2:14][CH2:13][CH2:12][CH2:11][CH:10]1[C:8]([O:7][CH2:6][CH3:5])=[O:9], predict the reactants needed to synthesize it. (4) Given the product [Cl:1][C:2]1[CH:7]=[C:6]([C:14]2[CH:15]=[CH:16][CH:17]=[CH:18][C:13]=2[Cl:12])[CH:5]=[C:4]([Cl:9])[N:3]=1, predict the reactants needed to synthesize it. The reactants are: [Cl:1][C:2]1[CH:7]=[C:6](I)[CH:5]=[C:4]([Cl:9])[N:3]=1.N#N.[Cl:12][C:13]1[CH:18]=[CH:17][CH:16]=[CH:15][C:14]=1B(O)O.C(=O)([O-])[O-].[Na+].[Na+]. (5) Given the product [F:8][C:3]1[C:2]([CH:17]2[CH2:22][CH2:21][O:20][CH2:19][CH2:18]2)=[CH:7][CH:6]=[CH:5][N:4]=1, predict the reactants needed to synthesize it. The reactants are: Br[C:2]1[C:3]([F:8])=[N:4][CH:5]=[CH:6][CH:7]=1.CC1(C)C(C)(C)OC([C:17]2[CH2:18][CH2:19][O:20][CH2:21][CH:22]=2)O1.[O-]P([O-])([O-])=O.[K+].[K+].[K+].